This data is from Catalyst prediction with 721,799 reactions and 888 catalyst types from USPTO. The task is: Predict which catalyst facilitates the given reaction. Reactant: [Cl:1][C:2]1[CH:7]=[C:6]([N+:8]([O-:10])=[O:9])[CH:5]=[CH:4][C:3]=1[OH:11].[CH3:12][N:13]1[CH2:17][CH2:16][CH:15](O)[CH2:14]1.C1(P(C2C=CC=CC=2)C2C=CC=CC=2)C=CC=CC=1. Product: [Cl:1][C:2]1[CH:7]=[C:6]([N+:8]([O-:10])=[O:9])[CH:5]=[CH:4][C:3]=1[O:11][CH:15]1[CH2:16][CH2:17][N:13]([CH3:12])[CH2:14]1. The catalyst class is: 7.